This data is from Full USPTO retrosynthesis dataset with 1.9M reactions from patents (1976-2016). The task is: Predict the reactants needed to synthesize the given product. Given the product [Br:32][C:33]1[C:34]([CH3:50])=[CH:35][C:36]([O:42][CH2:43][C:44]2[CH:49]=[CH:48][CH:47]=[CH:46][CH:45]=2)=[C:37]([CH:41]=1)[C:38]([NH:1][C:2]1[CH:3]=[N:4][CH:5]=[CH:6][CH:7]=1)=[O:39], predict the reactants needed to synthesize it. The reactants are: [NH2:1][C:2]1[CH:3]=[N:4][CH:5]=[CH:6][CH:7]=1.CN(C(ON1N=NC2C=CC=NC1=2)=[N+](C)C)C.F[P-](F)(F)(F)(F)F.[Br:32][C:33]1[C:34]([CH3:50])=[CH:35][C:36]([O:42][CH2:43][C:44]2[CH:49]=[CH:48][CH:47]=[CH:46][CH:45]=2)=[C:37]([CH:41]=1)[C:38](O)=[O:39].